Dataset: Reaction yield outcomes from USPTO patents with 853,638 reactions. Task: Predict the reaction yield, written as a fraction of the theoretical maximum amount of product (1.0 means a 100% yield; for example, 0.34 means a 34% yield). The reactants are O.[OH-].[Li+].[NH2:4][C:5]1[C:10]2[C:11](=[O:31])[N:12]([C:16]3[CH:17]=[CH:18][C:19]([O:22][CH2:23][C:24]([CH3:30])([CH3:29])[C:25]([O:27]C)=[O:26])=[N:20][CH:21]=3)[CH2:13][CH2:14][O:15][C:9]=2[N:8]=[CH:7][N:6]=1. The catalyst is O1CCOCC1.O. The product is [NH2:4][C:5]1[C:10]2[C:11](=[O:31])[N:12]([C:16]3[CH:17]=[CH:18][C:19]([O:22][CH2:23][C:24]([CH3:29])([CH3:30])[C:25]([OH:27])=[O:26])=[N:20][CH:21]=3)[CH2:13][CH2:14][O:15][C:9]=2[N:8]=[CH:7][N:6]=1. The yield is 0.560.